From a dataset of Reaction yield outcomes from USPTO patents with 853,638 reactions. Predict the reaction yield, written as a fraction of the theoretical maximum amount of product (1.0 means a 100% yield; for example, 0.34 means a 34% yield). (1) The reactants are C(NC(C)C)(C)C.C([Li])CCC.[I:13][C:14]1[CH:19]=[CH:18][C:17]([CH2:20][C:21]([OH:23])=[O:22])=[CH:16][CH:15]=1.I[CH2:25][CH:26]1[CH2:30][CH2:29][CH2:28][CH2:27]1. The catalyst is O1CCCC1.CN1CCCN(C)C1=O. The product is [CH:26]1([CH2:25][CH:20]([C:17]2[CH:16]=[CH:15][C:14]([I:13])=[CH:19][CH:18]=2)[C:21]([OH:23])=[O:22])[CH2:30][CH2:29][CH2:28][CH2:27]1. The yield is 0.578. (2) The reactants are CS(C)=O.I[C:6]1[CH:11]=[CH:10][CH:9]=[CH:8][C:7]=1[NH2:12].O=[C:14]([CH3:21])[CH2:15][C:16]([O:18][CH2:19][CH3:20])=[O:17].C(=O)([O-])[O-].[Cs+].[Cs+]. The catalyst is [Cu-]=O.O. The product is [CH3:21][C:14]1[NH:12][C:7]2[C:6]([C:15]=1[C:16]([O:18][CH2:19][CH3:20])=[O:17])=[CH:11][CH:10]=[CH:9][CH:8]=2. The yield is 0.150. (3) The reactants are CS(O[CH2:6][CH2:7][N:8]1[CH:12]=[C:11]([C:13]2[CH:18]=[C:17]([C:19]([O:21]C)=[O:20])[CH:16]=[CH:15][N:14]=2)[N:10]=[CH:9]1)(=O)=O.[Cl:23][C:24]1[CH:31]=[CH:30][CH:29]=[CH:28][C:25]=1[CH2:26][NH2:27]. No catalyst specified. The product is [Cl:23][C:24]1[CH:31]=[CH:30][CH:29]=[CH:28][C:25]=1[CH2:26][NH:27][CH2:6][CH2:7][N:8]1[CH:12]=[C:11]([C:13]2[CH:18]=[C:17]([C:19]([OH:21])=[O:20])[CH:16]=[CH:15][N:14]=2)[N:10]=[CH:9]1. The yield is 0.0800.